Task: Predict which catalyst facilitates the given reaction.. Dataset: Catalyst prediction with 721,799 reactions and 888 catalyst types from USPTO (1) Reactant: [F:1][C:2]1[C:7]([F:8])=[CH:6][CH:5]=[CH:4][C:3]=1[C:9]1([O:13][CH3:14])[CH2:12][NH:11][CH2:10]1.C(=O)([O-])[O-].[K+].[K+].I[CH2:22][CH3:23].O. Product: [F:1][C:2]1[C:7]([F:8])=[CH:6][CH:5]=[CH:4][C:3]=1[C:9]1([O:13][CH3:14])[CH2:12][N:11]([CH2:22][CH3:23])[CH2:10]1. The catalyst class is: 115. (2) Reactant: [CH2:1]([O:8][C:9]([N:11]1[CH2:15][CH2:14][C:13]([CH:17]([NH2:19])[CH3:18])([OH:16])[CH2:12]1)=[O:10])[C:2]1[CH:7]=[CH:6][CH:5]=[CH:4][CH:3]=1.[CH:20](=O)[C:21]1[C:22](=[CH:24][CH:25]=[CH:26][CH:27]=1)[OH:23]. Product: [CH2:1]([O:8][C:9]([N:11]1[CH2:15][CH2:14][C:13]([OH:16])([CH:17]([N:19]=[CH:20][C:21]2[CH:27]=[CH:26][CH:25]=[CH:24][C:22]=2[OH:23])[CH3:18])[CH2:12]1)=[O:10])[C:2]1[CH:7]=[CH:6][CH:5]=[CH:4][CH:3]=1. The catalyst class is: 8. (3) Reactant: [CH2:1]([N:9]1[C:21](=[O:22])[C:13]2[NH:14][C:15]3[CH:16]=[CH:17][CH:18]=[CH:19][C:20]=3[C:12]=2[NH:11][C:10]1=[S:23])[CH2:2][C:3]1[CH:8]=[CH:7][CH:6]=[CH:5][CH:4]=1.[OH-].[K+].Cl[CH2:27][C:28]([OH:30])=[O:29]. Product: [O:22]=[C:21]1[C:13]2[NH:14][C:15]3[CH:16]=[CH:17][CH:18]=[CH:19][C:20]=3[C:12]=2[N:11]=[C:10]([S:23][CH2:27][C:28]([OH:30])=[O:29])[N:9]1[CH2:1][CH2:2][C:3]1[CH:4]=[CH:5][CH:6]=[CH:7][CH:8]=1. The catalyst class is: 14. (4) Reactant: [OH:1][CH:2]([C:7]1[CH:16]=[CH:15][C:10]([C:11]([O:13][CH3:14])=[O:12])=[CH:9][CH:8]=1)[CH2:3][CH:4]([CH3:6])[CH3:5].N(C(N1CCCCC1)=O)=NC(N1CCCCC1)=O.C(P(CCCC)CCCC)CCC.[C:48]([C:52]1[CH:57]=[CH:56][C:55]([C:58]2[C:63]([CH3:64])=[CH:62][C:61](O)=[CH:60][C:59]=2[CH3:66])=[CH:54][CH:53]=1)([CH3:51])([CH3:50])[CH3:49]. Product: [CH3:14][O:13][C:11](=[O:12])[C:10]1[CH:9]=[CH:8][C:7]([CH:2]([O:1][C:61]2[CH:62]=[C:63]([CH3:64])[C:58]([C:55]3[CH:56]=[CH:57][C:52]([C:48]([CH3:50])([CH3:49])[CH3:51])=[CH:53][CH:54]=3)=[C:59]([CH3:66])[CH:60]=2)[CH2:3][CH:4]([CH3:6])[CH3:5])=[CH:16][CH:15]=1. The catalyst class is: 182. (5) Reactant: [N:1]1[C:6]([CH3:7])=[CH:5][CH:4]=[CH:3][C:2]=1[CH3:8].[OH:9]O. Product: [N+:1]1([O-:9])[C:6]([CH3:7])=[CH:5][CH:4]=[CH:3][C:2]=1[CH3:8]. The catalyst class is: 15. (6) The catalyst class is: 57. Product: [O:34]=[C:29]1[CH2:30][CH2:31][C:32](=[O:33])[N:28]1[O:25][C:24]([C@@H:20]1[CH2:21][CH2:22][CH2:23][N:18]([C:16](=[O:17])[CH2:15][CH2:14][CH:11]2[CH2:10][CH2:9][N:8]([C:6]([O:5][C:1]([CH3:4])([CH3:2])[CH3:3])=[O:7])[CH2:13][CH2:12]2)[CH2:19]1)=[O:26]. Reactant: [C:1]([O:5][C:6]([N:8]1[CH2:13][CH2:12][CH:11]([CH2:14][CH2:15][C:16]([N:18]2[CH2:23][CH2:22][CH2:21][C@@H:20]([C:24]([OH:26])=[O:25])[CH2:19]2)=[O:17])[CH2:10][CH2:9]1)=[O:7])([CH3:4])([CH3:3])[CH3:2].O[N:28]1[C:32](=[O:33])[CH2:31][CH2:30][C:29]1=[O:34].C1(N=C=NC2CCCCC2)CCCCC1. (7) Reactant: [NH2:1][CH2:2][CH2:3][CH2:4][N:5]([CH3:13])[C:6](=[O:12])[O:7][C:8]([CH3:11])([CH3:10])[CH3:9].[Br:14][C:15]1[C:16](Cl)=[N:17][C:18]([Cl:21])=[N:19][CH:20]=1. Product: [Br:14][C:15]1[C:16]([NH:1][CH2:2][CH2:3][CH2:4][N:5]([CH3:13])[C:6](=[O:12])[O:7][C:8]([CH3:10])([CH3:9])[CH3:11])=[N:17][C:18]([Cl:21])=[N:19][CH:20]=1. The catalyst class is: 5. (8) Reactant: [Br:1][C:2]1[CH:3]=[N:4][C:5]2[C:10]([CH:11]=1)=[CH:9][C:8]([O:12][CH:13]([CH2:17][CH3:18])[C:14]([OH:16])=O)=[CH:7][CH:6]=2.[C:19]([NH2:23])([CH3:22])([CH3:21])[CH3:20].ON1C2N=CC=CC=2N=N1.Cl.CN(C)CCCN=C=NCC. Product: [Br:1][C:2]1[CH:3]=[N:4][C:5]2[C:10]([CH:11]=1)=[CH:9][C:8]([O:12][CH:13]([CH2:17][CH3:18])[C:14]([NH:23][C:19]([CH3:22])([CH3:21])[CH3:20])=[O:16])=[CH:7][CH:6]=2. The catalyst class is: 289. (9) Reactant: CC1(C)C[CH:10]([NH2:12])[C:9]2[C:4](=[CH:5][CH:6]=[CH:7]C=2)[O:3]1.[CH:14]1[C:23]2[C:18](=[CH:19][CH:20]=[CH:21][CH:22]=2)[CH:17]=[CH:16][C:15]=1[CH2:24][C:25]([OH:27])=O.CCN=C=NCCCN(C)C.[ClH:39].[CH:40]1[CH:41]=[CH:42][C:43]2N(O)N=N[C:44]=2[CH:45]=1.C(N(CC)CC)C. Product: [Cl:39][C:40]1[CH:45]=[C:44]2[C:43](=[CH:42][CH:41]=1)[O:3][C:4]1([CH2:5][CH2:6][CH2:7]1)[CH2:9][CH:10]2[NH:12][C:25](=[O:27])[CH2:24][C:15]1[CH:16]=[CH:17][C:18]2[C:23](=[CH:22][CH:21]=[CH:20][CH:19]=2)[CH:14]=1. The catalyst class is: 4.